Task: Predict the product of the given reaction.. Dataset: Forward reaction prediction with 1.9M reactions from USPTO patents (1976-2016) (1) Given the reactants FC(F)(F)S(O[C:7]1[C:12]2[O:13][C:14]3[C:19]([C:11]=2[CH:10]=[CH:9][CH:8]=1)=[CH:18][CH:17]=[CH:16][N:15]=3)(=O)=O.[Br-].[N:23]1[CH:28]=[CH:27][CH:26]=[CH:25][C:24]=1[Zn+], predict the reaction product. The product is: [N:23]1[CH:28]=[CH:27][CH:26]=[CH:25][C:24]=1[C:7]1[C:12]2[O:13][C:14]3[C:19]([C:11]=2[CH:10]=[CH:9][CH:8]=1)=[CH:18][CH:17]=[CH:16][N:15]=3. (2) Given the reactants [F:1][C:2]([F:17])([CH:14](F)F)[CH2:3][O:4][C:5]1[N:6]=[CH:7][C:8]([C:11]([OH:13])=[O:12])=[N:9][CH:10]=1.FC(F)(F)CCO.ClC1N=CC(C(OC(C)(C)C)=O)=NC=1, predict the reaction product. The product is: [F:17][C:2]([F:1])([CH3:14])[CH2:3][O:4][C:5]1[N:6]=[CH:7][C:8]([C:11]([OH:13])=[O:12])=[N:9][CH:10]=1. (3) Given the reactants C([Si](C)(C)[O:6][C:7]1[C:8](=O)[C:9](=[CH:13]N(C)C)[CH2:10][CH2:11][CH:12]=1)(C)(C)C.[NH:20]([C:24]1[CH:25]=[C:26]([S:30]([NH2:33])(=[O:32])=[O:31])[CH:27]=[CH:28][CH:29]=1)[C:21]([NH2:23])=[NH:22].C(=O)([O-])[O-].[K+].[K+], predict the reaction product. The product is: [OH:6][C:7]1[C:8]2[N:23]=[C:21]([NH:20][C:24]3[CH:25]=[C:26]([S:30]([NH2:33])(=[O:31])=[O:32])[CH:27]=[CH:28][CH:29]=3)[N:22]=[CH:13][C:9]=2[CH2:10][CH2:11][CH:12]=1. (4) Given the reactants [CH:1]([O:3]C(C)(C)C)=[CH2:2].[F:8][C:9]([F:32])([C:13]([F:31])([F:30])C(F)(F)[C:13]([F:31])([F:30])[C:9]([F:32])([F:8])[C:13]([F:31])([F:30])[C:9](F)([F:32])[F:8])C([O-])=O.[NH4+].P([O-])([O-])(O)=O.[Na+].[Na+].S(OOS([O-])(=O)=O)([O-])(=O)=O.[NH4+].[NH4+].Cl, predict the reaction product. The product is: [F:8][C:9]([F:32])=[C:13]([F:31])[F:30].[CH:1]([OH:3])=[CH2:2]. (5) Given the reactants I[C:2]1[CH:7]=[CH:6][C:5]([N+:8]([O-:10])=[O:9])=[CH:4][C:3]=1[O:11][CH3:12].CCN(C(C)C)C(C)C.[C:22]1([PH:28](=[O:32])[O:29][CH2:30][CH3:31])[CH:27]=[CH:26][CH:25]=[CH:24][CH:23]=1, predict the reaction product. The product is: [CH3:12][O:11][C:3]1[CH:4]=[C:5]([N+:8]([O-:10])=[O:9])[CH:6]=[CH:7][C:2]=1[P:28]([C:22]1[CH:27]=[CH:26][CH:25]=[CH:24][CH:23]=1)(=[O:32])[O:29][CH2:30][CH3:31]. (6) The product is: [C:23]1([C:22]2[CH:1]=[C:36]([C:35]([O:38][CH2:39][CH3:40])=[O:37])[O:20][N:21]=2)[CH:28]=[CH:27][CH:26]=[CH:25][CH:24]=1. Given the reactants [CH:1]1C=CC(C2C=CC(NC3C=CC=CC=3)=CC=2)=CC=1.[OH:20]/[N:21]=[C:22](/Cl)\[C:23]1[CH:28]=[CH:27][CH:26]=[CH:25][CH:24]=1.C(=O)(O)[O-].[Na+].[C:35]([O:38][CH2:39][CH3:40])(=[O:37])[CH3:36], predict the reaction product.